Task: Predict the reaction yield, written as a fraction of the theoretical maximum amount of product (1.0 means a 100% yield; for example, 0.34 means a 34% yield).. Dataset: Reaction yield outcomes from USPTO patents with 853,638 reactions The reactants are [O:1]([C:8]1[CH:17]=[CH:16][C:11]2[N:12]=[C:13](N)[S:14][C:10]=2[CH:9]=1)[C:2]1[CH:7]=[CH:6][CH:5]=[CH:4][CH:3]=1.[N+]([O-])([O-])=O.[Na+].[PH2](O)=O.[NH4+].[OH-]. The catalyst is OP(O)(O)=O.O. The product is [O:1]([C:8]1[CH:17]=[CH:16][C:11]2[N:12]=[CH:13][S:14][C:10]=2[CH:9]=1)[C:2]1[CH:3]=[CH:4][CH:5]=[CH:6][CH:7]=1. The yield is 0.370.